Dataset: Full USPTO retrosynthesis dataset with 1.9M reactions from patents (1976-2016). Task: Predict the reactants needed to synthesize the given product. (1) Given the product [F:28][C:25]([F:26])([F:27])[C:22]1[CH:21]=[CH:20][C:19]([CH2:18][C@@H:10]2[CH2:9][C@@H:8]([C:6]3[O:5][NH:4][C:3](=[O:2])[CH:7]=3)[CH2:13][CH2:12][NH:11]2)=[CH:24][CH:23]=1, predict the reactants needed to synthesize it. The reactants are: Br.[O:2]=[C:3]1[CH:7]=[C:6]([C@H:8]2[CH2:13][CH2:12][N:11](C(OC)=O)[C@H:10]([CH2:18][C:19]3[CH:24]=[CH:23][C:22]([C:25]([F:28])([F:27])[F:26])=[CH:21][CH:20]=3)[CH2:9]2)[O:5][NH:4]1. (2) Given the product [C:9]1([C:31]2[CH:32]=[CH:33][CH:34]=[CH:35][CH:36]=2)[CH:14]=[CH:13][C:12]([N:15]([C:5]2[CH:6]=[CH:7][C:2]([Br:1])=[CH:3][CH:4]=2)[C:16]2[CH:28]=[CH:27][C:26]3[C:25]4[C:20](=[CH:21][CH:22]=[CH:23][CH:24]=4)[C:19]([CH3:30])([CH3:29])[C:18]=3[CH:17]=2)=[CH:11][CH:10]=1, predict the reactants needed to synthesize it. The reactants are: [Br:1][C:2]1[CH:7]=[CH:6][C:5](I)=[CH:4][CH:3]=1.[C:9]1([C:31]2[CH:36]=[CH:35][CH:34]=[CH:33][CH:32]=2)[CH:14]=[CH:13][C:12]([NH:15][C:16]2[CH:28]=[CH:27][C:26]3[C:25]4[C:20](=[CH:21][CH:22]=[CH:23][CH:24]=4)[C:19]([CH3:30])([CH3:29])[C:18]=3[CH:17]=2)=[CH:11][CH:10]=1.N#N.P(C(C)(C)C)(C(C)(C)C)C(C)(C)C.CC([O-])(C)C.[Na+]. (3) Given the product [O:8]1[C:7]2[CH:11]=[CH:12][C:4]([NH:1][C:2](=[O:3])[NH:20][CH:21]3[CH2:22][CH2:23][CH:24]([N:27]4[CH2:30][CH:29]([NH:31][C:32]([CH2:34][NH:35][C:36](=[O:47])[C:37]5[CH:42]=[CH:41][CH:40]=[C:39]([C:43]([F:44])([F:45])[F:46])[CH:38]=5)=[O:33])[CH2:28]4)[CH2:25][CH2:26]3)=[CH:5][C:6]=2[O:10][CH2:9]1, predict the reactants needed to synthesize it. The reactants are: [N:1]([C:4]1[CH:12]=[CH:11][C:7]2[O:8][CH2:9][O:10][C:6]=2[CH:5]=1)=[C:2]=[O:3].OC(C(F)(F)F)=O.[NH2:20][CH:21]1[CH2:26][CH2:25][CH:24]([N:27]2[CH2:30][CH:29]([NH:31][C:32]([CH2:34][NH:35][C:36](=[O:47])[C:37]3[CH:42]=[CH:41][CH:40]=[C:39]([C:43]([F:46])([F:45])[F:44])[CH:38]=3)=[O:33])[CH2:28]2)[CH2:23][CH2:22]1. (4) Given the product [ClH:31].[CH:1]1([NH:4][C:5](=[O:30])[C:6]2[CH:11]=[CH:10][C:9]([CH3:12])=[C:8]([NH:13][C:14](=[O:29])[C:15]3[CH:20]=[CH:19][C:18]([O:21][CH2:22][C:23]4[CH:28]=[CH:27][CH:26]=[CH:25][N:24]=4)=[CH:17][CH:16]=3)[CH:7]=2)[CH2:2][CH2:3]1, predict the reactants needed to synthesize it. The reactants are: [CH:1]1([NH:4][C:5](=[O:30])[C:6]2[CH:11]=[CH:10][C:9]([CH3:12])=[C:8]([NH:13][C:14](=[O:29])[C:15]3[CH:20]=[CH:19][C:18]([O:21][CH2:22][C:23]4[CH:28]=[CH:27][CH:26]=[CH:25][N:24]=4)=[CH:17][CH:16]=3)[CH:7]=2)[CH2:3][CH2:2]1.[ClH:31]. (5) Given the product [CH3:1][O:2][C:3]1[CH:13]=[CH:12][C:6]2[CH:7]=[CH:8][CH:9]=[CH:10][NH:11][C:5]=2[CH:4]=1, predict the reactants needed to synthesize it. The reactants are: [CH3:1][O:2][C:3]1[CH:13]=[CH:12][C:6]2[CH:7]=[CH:8][CH2:9][CH2:10][NH:11][C:5]=2[CH:4]=1.FC(F)(F)C(O)=O. (6) The reactants are: [CH3:1][O:2][C:3](=[O:10])[CH2:4][C:5]([CH:7]1[CH2:9][CH2:8]1)=[O:6].CO[CH:13](OC)[N:14]([CH3:16])[CH3:15]. Given the product [CH3:1][O:2][C:3](=[O:10])[C:4]([C:5]([CH:7]1[CH2:9][CH2:8]1)=[O:6])=[CH:13][N:14]([CH3:16])[CH3:15], predict the reactants needed to synthesize it. (7) Given the product [Br:1][C:2]1[CH:3]=[N:4][C:5]([C:17](=[O:16])[CH3:13])=[N:6][CH:7]=1, predict the reactants needed to synthesize it. The reactants are: [Br:1][C:2]1[CH:3]=[N:4][C:5](C#N)=[N:6][CH:7]=1.C[Mg+].[Br-].[CH2:13]1[CH2:17][O:16]CC1.